This data is from Peptide-MHC class I binding affinity with 185,985 pairs from IEDB/IMGT. The task is: Regression. Given a peptide amino acid sequence and an MHC pseudo amino acid sequence, predict their binding affinity value. This is MHC class I binding data. (1) The peptide sequence is ISGPIKHPL. The MHC is HLA-B57:01 with pseudo-sequence HLA-B57:01. The binding affinity (normalized) is 0.479. (2) The peptide sequence is HSNASTLLY. The MHC is SLA-10401 with pseudo-sequence SLA-10401. The binding affinity (normalized) is 0.435. (3) The peptide sequence is RVMAPRALL. The MHC is HLA-B58:01 with pseudo-sequence HLA-B58:01. The binding affinity (normalized) is 0.472. (4) The peptide sequence is FPFKYTAAF. The MHC is Mamu-A2201 with pseudo-sequence Mamu-A2201. The binding affinity (normalized) is 1.00. (5) The peptide sequence is EEELRKRLRL. The MHC is Mamu-B01 with pseudo-sequence Mamu-B01. The binding affinity (normalized) is 0. (6) The peptide sequence is AIAQSSMTK. The MHC is HLA-A11:01 with pseudo-sequence HLA-A11:01. The binding affinity (normalized) is 0.770. (7) The peptide sequence is FTFDNSKFV. The MHC is HLA-A31:01 with pseudo-sequence HLA-A31:01. The binding affinity (normalized) is 0.0847.